Dataset: Reaction yield outcomes from USPTO patents with 853,638 reactions. Task: Predict the reaction yield, written as a fraction of the theoretical maximum amount of product (1.0 means a 100% yield; for example, 0.34 means a 34% yield). (1) The reactants are [N:1]1[C:10]2[C:5](=[CH:6][CH:7]=[CH:8][CH:9]=2)[CH:4]=[CH:3][CH:2]=1.CC(C[AlH]CC(C)C)C.C1(C)C=CC=CC=1.[C:27](OC(=O)C)(=[O:29])[CH3:28]. The catalyst is C(OCC)C.O. The product is [C:27]([N:1]1[C:10]2[C:5](=[CH:6][CH:7]=[CH:8][CH:9]=2)[CH:4]=[CH:3][CH2:2]1)(=[O:29])[CH3:28]. The yield is 0.440. (2) The reactants are F[C:2]1[CH:12]=[CH:11][C:5]([C:6]([O:8][CH2:9][CH3:10])=[O:7])=[CH:4][CH:3]=1.[CH:13]1([N:17]2[CH2:22][CH2:21][NH:20][CH2:19][CH2:18]2)[CH2:16][CH2:15][CH2:14]1.C(=O)([O-])[O-].[K+].[K+]. The catalyst is CS(C)=O. The product is [CH:13]1([N:17]2[CH2:22][CH2:21][N:20]([C:2]3[CH:12]=[CH:11][C:5]([C:6]([O:8][CH2:9][CH3:10])=[O:7])=[CH:4][CH:3]=3)[CH2:19][CH2:18]2)[CH2:16][CH2:15][CH2:14]1. The yield is 0.329. (3) The reactants are C(OC([NH:8][C@@H:9]([CH2:15][CH2:16][C:17](=O)[CH3:18])[C:10]([O:12][CH2:13][CH3:14])=[O:11])=O)(C)(C)C.[C:20]([OH:26])([C:22]([F:25])([F:24])[F:23])=[O:21]. The catalyst is C(Cl)Cl. The product is [F:23][C:22]([F:25])([F:24])[C:20]([OH:26])=[O:21].[CH3:18][C:17]1[CH2:16][CH2:15][C@@H:9]([C:10]([O:12][CH2:13][CH3:14])=[O:11])[N:8]=1. The yield is 1.00. (4) The reactants are [CH2:1]([O:3][CH:4]([O:31][CH2:32][CH3:33])[C:5]1[CH:6]=[CH:7][C:8]([C:11]2[S:19][C:18]3[C:13](=[N:14][CH:15]=[CH:16][C:17]=3[O:20][C:21]3[CH:26]=[CH:25][C:24]([N+:27]([O-])=O)=[CH:23][C:22]=3[F:30])[CH:12]=2)=[N:9][CH:10]=1)[CH3:2]. The catalyst is CCO.[Pd]. The product is [CH2:32]([O:31][CH:4]([O:3][CH2:1][CH3:2])[C:5]1[CH:6]=[CH:7][C:8]([C:11]2[S:19][C:18]3[C:13](=[N:14][CH:15]=[CH:16][C:17]=3[O:20][C:21]3[CH:26]=[CH:25][C:24]([NH2:27])=[CH:23][C:22]=3[F:30])[CH:12]=2)=[N:9][CH:10]=1)[CH3:33]. The yield is 0.520. (5) The reactants are OS([O-])=O.[Na+].[CH:6](=O)[C:7]1[CH:12]=[CH:11][CH:10]=[CH:9][CH:8]=1.[NH2:14][C:15]1[CH:16]=[C:17]([CH:22]=[CH:23][C:24]=1[NH2:25])[C:18]([O:20][CH3:21])=[O:19].O. The catalyst is C(O)C. The product is [C:7]1([C:6]2[NH:25][C:24]3[CH:23]=[CH:22][C:17]([C:18]([O:20][CH3:21])=[O:19])=[CH:16][C:15]=3[N:14]=2)[CH:12]=[CH:11][CH:10]=[CH:9][CH:8]=1. The yield is 0.970. (6) The reactants are Cl[C:2]1[N:3]=[C:4]2[CH:12]=[CH:11][N:10]=[CH:9][C:5]2=[N:6][C:7]=1[Cl:8].[F:13][C:14]1[CH:26]=[C:25]([F:27])[CH:24]=[CH:23][C:15]=1[CH2:16][N:17]1[CH2:22][CH2:21][NH:20][CH2:19][CH2:18]1.C(N(CC)CC)C. The catalyst is C(Cl)Cl. The product is [Cl:8][C:7]1[N:6]=[C:5]2[CH:9]=[N:10][CH:11]=[CH:12][C:4]2=[N:3][C:2]=1[N:20]1[CH2:19][CH2:18][N:17]([CH2:16][C:15]2[CH:23]=[CH:24][C:25]([F:27])=[CH:26][C:14]=2[F:13])[CH2:22][CH2:21]1. The yield is 0.800.